The task is: Predict the reaction yield, written as a fraction of the theoretical maximum amount of product (1.0 means a 100% yield; for example, 0.34 means a 34% yield).. This data is from Reaction yield outcomes from USPTO patents with 853,638 reactions. (1) The reactants are [CH:1]1([C:4]2[CH:8]=[C:7]([NH:9][C:10]3[C:15]4=[CH:16][CH:17]=[CH:18][N:14]4[N:13]=[C:12]([NH:19][CH2:20][C:21](O)=[O:22])[N:11]=3)[NH:6][N:5]=2)[CH2:3][CH2:2]1.[NH2:24][C:25]1[S:26][CH:27]=[CH:28][N:29]=1.CCN(C(C)C)C(C)C.CN([P+](ON1N=NC2C=CC=CC1=2)(N(C)C)N(C)C)C.F[P-](F)(F)(F)(F)F.[OH-].[Na+]. The catalyst is CN(C=O)C.CCOC(C)=O.CO. The product is [CH:1]1([C:4]2[CH:8]=[C:7]([NH:9][C:10]3[C:15]4=[CH:16][CH:17]=[CH:18][N:14]4[N:13]=[C:12]([NH:19][CH2:20][C:21]([NH:24][C:25]4[S:26][CH:27]=[CH:28][N:29]=4)=[O:22])[N:11]=3)[NH:6][N:5]=2)[CH2:3][CH2:2]1. The yield is 0.120. (2) The reactants are [CH3:1][N:2]1[C:11]2[C:6](=[CH:7][C:8]([C:18]#[N:19])=[C:9]([C:12]3[CH:13]=[N:14][N:15]([CH3:17])[CH:16]=3)[CH:10]=2)[N:5]([C:20]2[C:24]3[CH2:25][NH:26][CH2:27][CH2:28][C:23]=3[N:22]([CH:29]3[CH2:34][CH2:33][O:32][CH2:31][CH2:30]3)[N:21]=2)[CH2:4][CH2:3]1.C(N(CC)CC)C.[C:42](OC(=O)C)(=[O:44])[CH3:43]. The catalyst is C(Cl)Cl. The product is [C:42]([N:26]1[CH2:27][CH2:28][C:23]2[N:22]([CH:29]3[CH2:34][CH2:33][O:32][CH2:31][CH2:30]3)[N:21]=[C:20]([N:5]3[C:6]4[C:11](=[CH:10][C:9]([C:12]5[CH:13]=[N:14][N:15]([CH3:17])[CH:16]=5)=[C:8]([C:18]#[N:19])[CH:7]=4)[N:2]([CH3:1])[CH2:3][CH2:4]3)[C:24]=2[CH2:25]1)(=[O:44])[CH3:43]. The yield is 0.140. (3) The reactants are [F:1][CH:2]([F:33])[C:3]1[C:11]2[C:6](=[CH:7][C:8]([C:12]([F:15])([F:14])[F:13])=[CH:9][CH:10]=2)[N:5]([S:16]([C:19]2[CH:24]=[CH:23][C:22]([O:25][CH3:26])=[C:21]([N:27]3[CH2:32][CH2:31][NH:30][CH2:29][CH2:28]3)[CH:20]=2)(=[O:18])=[O:17])[CH:4]=1.C([O-])([O-])=O.[K+].[K+].Br[CH2:41][CH3:42]. The catalyst is CC(C)=O. The product is [F:33][CH:2]([F:1])[C:3]1[C:11]2[C:6](=[CH:7][C:8]([C:12]([F:13])([F:14])[F:15])=[CH:9][CH:10]=2)[N:5]([S:16]([C:19]2[CH:24]=[CH:23][C:22]([O:25][CH3:26])=[C:21]([N:27]3[CH2:28][CH2:29][N:30]([CH2:41][CH3:42])[CH2:31][CH2:32]3)[CH:20]=2)(=[O:18])=[O:17])[CH:4]=1. The yield is 0.500. (4) The reactants are [N+:1]([C:4]1[CH:9]=[CH:8][CH:7]=[CH:6][C:5]=1[CH2:10][C:11]([OH:13])=O)([O-:3])=[O:2].[NH2:14][CH:15]1[CH2:20][CH2:19][N:18]([CH2:21][C:22]2[CH:27]=[CH:26][CH:25]=[CH:24][CH:23]=2)[CH2:17][CH2:16]1.ON1C2C=CC=CC=2N=N1.CN(C)CCCN=C=NCC.C(N(CC)CC)C. The catalyst is C(OCC)(=O)C. The product is [CH2:21]([N:18]1[CH2:19][CH2:20][CH:15]([NH:14][C:11](=[O:13])[CH2:10][C:5]2[CH:6]=[CH:7][CH:8]=[CH:9][C:4]=2[N+:1]([O-:3])=[O:2])[CH2:16][CH2:17]1)[C:22]1[CH:23]=[CH:24][CH:25]=[CH:26][CH:27]=1. The yield is 0.980. (5) The reactants are [Br:1][C:2]1[CH:10]=[CH:9][C:5]([C:6]([OH:8])=O)=[C:4]([CH3:11])[CH:3]=1.[NH:12]1[CH2:15][CH2:14][CH2:13]1. No catalyst specified. The product is [Br:1][C:2]1[CH:10]=[CH:9][C:5]([C:6]([N:12]2[CH2:15][CH2:14][CH2:13]2)=[O:8])=[C:4]([CH3:11])[CH:3]=1. The yield is 0.670. (6) The reactants are [Cl-].[CH3:2][C:3]1[CH:4]=[N+:5]([CH2:9][CH2:10][CH2:11][CH3:12])[CH:6]=[CH:7][CH:8]=1.O.[N-:14]([C:17]#[N:18])[C:15]#[N:16].[Na+]. No catalyst specified. The product is [N-:14]([C:17]#[N:18])[C:15]#[N:16].[CH3:2][C:3]1[CH:4]=[N+:5]([CH2:9][CH2:10][CH2:11][CH3:12])[CH:6]=[CH:7][CH:8]=1. The yield is 0.870. (7) The reactants are [F:1][CH:2]([F:24])[O:3][C:4]1[CH:5]=[C:6]([N:10]2[CH:15]=[CH:14][C:13](=[O:16])[C:12]([C:17](=O)/[CH:18]=[CH:19]/[N:20](C)C)=[N:11]2)[CH:7]=[CH:8][CH:9]=1.[NH:25]([C:27]1[CH:32]=[CH:31][CH:30]=[CH:29][N:28]=1)N. The catalyst is C(O)C.Cl. The product is [F:1][CH:2]([F:24])[O:3][C:4]1[CH:5]=[C:6]([N:10]2[CH:15]=[CH:14][C:13](=[O:16])[C:12]([C:17]3[N:25]([C:27]4[CH:32]=[CH:31][CH:30]=[CH:29][N:28]=4)[N:20]=[CH:19][CH:18]=3)=[N:11]2)[CH:7]=[CH:8][CH:9]=1. The yield is 0.405. (8) The reactants are C([N:8]1[CH2:13][CH2:12][CH:11]([O:14][CH:15]([C:23]2[CH:28]=[CH:27][C:26]([Cl:29])=[CH:25][CH:24]=2)[C:16]2[CH:21]=[CH:20][C:19]([Cl:22])=[CH:18][CH:17]=2)[CH2:10][CH2:9]1)C1C=CC=CC=1.ClC1C=CC=CC=1C(OC1CCNCC1)C1C=CC(Cl)=CC=1. The catalyst is C(OCC)C. The product is [Cl:22][C:19]1[CH:20]=[CH:21][C:16]([CH:15]([O:14][CH:11]2[CH2:12][CH2:13][NH:8][CH2:9][CH2:10]2)[C:23]2[CH:24]=[CH:25][C:26]([Cl:29])=[CH:27][CH:28]=2)=[CH:17][CH:18]=1. The yield is 0.930.